Dataset: Reaction yield outcomes from USPTO patents with 853,638 reactions. Task: Predict the reaction yield, written as a fraction of the theoretical maximum amount of product (1.0 means a 100% yield; for example, 0.34 means a 34% yield). (1) The reactants are [NH2:1][CH2:2][CH2:3][N:4]1[C:12]2[C:7](=[CH:8][CH:9]=[CH:10][CH:11]=2)[C:6]2([C:16]3=[CH:17][C:18]4[O:22][CH2:21][O:20][C:19]=4[CH:23]=[C:15]3[O:14][CH2:13]2)[C:5]1=[O:24].[F:25][C:26]1[CH:31]=[CH:30][C:29]([N:32]=[C:33]=[O:34])=[CH:28][CH:27]=1. The catalyst is ClCCl.C(N(CC)CC)C. The product is [F:25][C:26]1[CH:31]=[CH:30][C:29]([NH:32][C:33]([NH:1][CH2:2][CH2:3][N:4]2[C:12]3[C:7](=[CH:8][CH:9]=[CH:10][CH:11]=3)[C:6]3([C:16]4=[CH:17][C:18]5[O:22][CH2:21][O:20][C:19]=5[CH:23]=[C:15]4[O:14][CH2:13]3)[C:5]2=[O:24])=[O:34])=[CH:28][CH:27]=1. The yield is 0.820. (2) The reactants are [N:1]1[CH:6]=[CH:5][CH:4]=[CH:3][C:2]=1[C:7]#[C:8][C:9]1[CH:10]=[C:11]([O:26][C:27]([F:30])([F:29])[F:28])[CH:12]=[C:13]2[C:18]=1[O:17][CH:16]([C:19]([F:22])([F:21])[F:20])[C:15]([C:23]([OH:25])=[O:24])=[CH:14]2. The catalyst is CC(O)=O.[Pd]. The product is [N:1]1[CH:6]=[CH:5][CH:4]=[CH:3][C:2]=1[CH2:7][CH2:8][C:9]1[CH:10]=[C:11]([O:26][C:27]([F:30])([F:28])[F:29])[CH:12]=[C:13]2[C:18]=1[O:17][CH:16]([C:19]([F:22])([F:21])[F:20])[C:15]([C:23]([OH:25])=[O:24])=[CH:14]2. The yield is 0.530. (3) The reactants are [CH2:1]([O:4][N:5]1[C:11](=[O:12])[N:10]2[CH2:13][C@H:6]1[C:7]([CH3:17])=[CH:8][C@@H:9]2[C:14]([OH:16])=O)[CH:2]=[CH2:3].[NH2:18][CH2:19][C:20]1[N:21]([O:37][CH:38]([C:45]2[CH:50]=[CH:49][CH:48]=[CH:47][CH:46]=2)[C:39]2[CH:44]=[CH:43][CH:42]=[CH:41][CH:40]=2)[CH:22]=[C:23]([O:27][CH2:28][C:29]2[CH:34]=[CH:33][C:32]([O:35][CH3:36])=[CH:31][CH:30]=2)[C:24](=[O:26])[CH:25]=1.F[P-](F)(F)(F)(F)F.N1(OC(N(C)C)=[N+](C)C)C2N=CC=CC=2N=N1.C(N(CC)C(C)C)(C)C. The catalyst is CN(C=O)C.C(OCC)(=O)C. The product is [CH2:1]([O:4][N:5]1[C:11](=[O:12])[N:10]2[CH2:13][C@H:6]1[C:7]([CH3:17])=[CH:8][C@H:9]2[C:14]([NH:18][CH2:19][C:20]1[N:21]([O:37][CH:38]([C:39]2[CH:40]=[CH:41][CH:42]=[CH:43][CH:44]=2)[C:45]2[CH:46]=[CH:47][CH:48]=[CH:49][CH:50]=2)[CH:22]=[C:23]([O:27][CH2:28][C:29]2[CH:30]=[CH:31][C:32]([O:35][CH3:36])=[CH:33][CH:34]=2)[C:24](=[O:26])[CH:25]=1)=[O:16])[CH:2]=[CH2:3]. The yield is 0.470. (4) The reactants are [Br:1][C:2]1[C:7]([CH3:8])=[CH:6][C:5]([SH:9])=[C:4]([F:10])[CH:3]=1.[H-].[Na+].I[CH3:14].O. The catalyst is CN(C=O)C. The product is [Br:1][C:2]1[C:7]([CH3:8])=[CH:6][C:5]([S:9][CH3:14])=[C:4]([F:10])[CH:3]=1. The yield is 0.990. (5) The reactants are [CH2:1]([C@@H:5]([C:12]([N:14]1[CH2:18][CH2:17][CH2:16][C@H:15]1[C:19]([O:21][C:22]([CH3:25])([CH3:24])[CH3:23])=[O:20])=[O:13])[C@H:6](O)[C:7]([O:9][CH3:10])=[O:8])[CH2:2][CH2:3][CH3:4].N1C=CC=CC=1.S(OS(C(F)(F)F)(=O)=O)(C(F)(F)[F:36])(=O)=O. The catalyst is C(Cl)Cl. The product is [CH2:1]([C@@H:5]([C:12]([N:14]1[CH2:18][CH2:17][CH2:16][C@H:15]1[C:19]([O:21][C:22]([CH3:25])([CH3:24])[CH3:23])=[O:20])=[O:13])[C@@H:6]([F:36])[C:7]([O:9][CH3:10])=[O:8])[CH2:2][CH2:3][CH3:4]. The yield is 0.450. (6) The reactants are [N:1]1([CH2:7][C:8]2[N:9]=[CH:10][C:11]([C:14]([OH:16])=O)=[N:12][CH:13]=2)[CH2:6][CH2:5][CH2:4][CH2:3][CH2:2]1.Cl.Cl.[CH:19]([N:22]1[CH2:27][CH2:26][NH:25][CH2:24][CH2:23]1)([CH3:21])[CH3:20].C1C=CC2N(O)N=NC=2C=1.CN1CCOCC1.C(Cl)CCl. The catalyst is C(Cl)Cl. The product is [CH:19]([N:22]1[CH2:27][CH2:26][N:25]([C:14]([C:11]2[CH:10]=[N:9][C:8]([CH2:7][N:1]3[CH2:2][CH2:3][CH2:4][CH2:5][CH2:6]3)=[CH:13][N:12]=2)=[O:16])[CH2:24][CH2:23]1)([CH3:21])[CH3:20]. The yield is 0.260. (7) The reactants are [CH3:1][O:2][CH2:3][CH2:4][S:5][C:6]1[CH:11]=[CH:10][C:9](B(O)O)=[CH:8][CH:7]=1.Br[C:16]1[N:21]=[CH:20][C:19]([O:22][CH2:23][CH:24]2[CH2:29][CH2:28][N:27]([C:30]([O:32][CH:33]([CH3:35])[CH3:34])=[O:31])[CH2:26][CH2:25]2)=[CH:18][CH:17]=1.C([O-])([O-])=O.[Na+].[Na+]. The catalyst is COCCOC.Cl[Pd](Cl)([P](C1C=CC=CC=1)(C1C=CC=CC=1)C1C=CC=CC=1)[P](C1C=CC=CC=1)(C1C=CC=CC=1)C1C=CC=CC=1. The product is [CH3:1][O:2][CH2:3][CH2:4][S:5][C:6]1[CH:11]=[CH:10][C:9]([C:16]2[N:21]=[CH:20][C:19]([O:22][CH2:23][CH:24]3[CH2:25][CH2:26][N:27]([C:30]([O:32][CH:33]([CH3:35])[CH3:34])=[O:31])[CH2:28][CH2:29]3)=[CH:18][CH:17]=2)=[CH:8][CH:7]=1. The yield is 0.610.